From a dataset of Full USPTO retrosynthesis dataset with 1.9M reactions from patents (1976-2016). Predict the reactants needed to synthesize the given product. (1) Given the product [Cl:14][C:15]1[CH:20]=[CH:19][C:18]([NH:21][C:22]([NH:1][C:2]2[CH:11]=[CH:10][CH:9]=[C:8]3[C:3]=2[CH2:4][CH:5]([OH:13])[CH2:6][N:7]3[CH3:12])=[O:23])=[CH:17][C:16]=1[C:24]([F:25])([F:26])[F:27], predict the reactants needed to synthesize it. The reactants are: [NH2:1][C:2]1[CH:11]=[CH:10][CH:9]=[C:8]2[C:3]=1[CH2:4][CH:5]([OH:13])[CH2:6][N:7]2[CH3:12].[Cl:14][C:15]1[CH:20]=[CH:19][C:18]([N:21]=[C:22]=[O:23])=[CH:17][C:16]=1[C:24]([F:27])([F:26])[F:25]. (2) Given the product [CH2:28]([NH:29][C:6](=[O:8])[C:5]1[CH:9]=[CH:10][C:2]([CH3:1])=[C:3]([C:11]2[CH:12]=[C:13]3[C:18](=[CH:19][CH:20]=2)[C:17]([N:21]2[CH2:22][CH2:23][O:24][CH2:25][CH2:26]2)=[N:16][N:15]=[CH:14]3)[CH:4]=1)[CH3:27], predict the reactants needed to synthesize it. The reactants are: [CH3:1][C:2]1[CH:10]=[CH:9][C:5]([C:6]([OH:8])=O)=[CH:4][C:3]=1[C:11]1[CH:12]=[C:13]2[C:18](=[CH:19][CH:20]=1)[C:17]([N:21]1[CH2:26][CH2:25][O:24][CH2:23][CH2:22]1)=[N:16][N:15]=[CH:14]2.[CH3:27][CH2:28][N:29](C(C)C)C(C)C.C(N)C. (3) Given the product [ClH:34].[CH3:1][N:2]1[C:7]2[CH:8]=[C:9]3[C:14]4([C:22]5[C:17](=[CH:18][CH:19]=[CH:20][CH:21]=5)[N:16]([CH2:23][C:24]5[O:25][C:26]([C:29]([F:32])([F:31])[F:30])=[CH:27][CH:28]=5)[C:15]4=[O:33])[CH2:13][O:12][C:10]3=[CH:11][C:6]=2[O:5][CH2:4][CH2:3]1, predict the reactants needed to synthesize it. The reactants are: [CH3:1][N:2]1[C:7]2[CH:8]=[C:9]3[C:14]4([C:22]5[C:17](=[CH:18][CH:19]=[CH:20][CH:21]=5)[N:16]([CH2:23][C:24]5[O:25][C:26]([C:29]([F:32])([F:31])[F:30])=[CH:27][CH:28]=5)[C:15]4=[O:33])[CH2:13][O:12][C:10]3=[CH:11][C:6]=2[O:5][CH2:4][CH2:3]1.[ClH:34].O1CCOCC1. (4) Given the product [CH2:1]([O:3][C:4]([CH:6]1[CH2:7][CH:8]([CH2:10][N:11]2[CH:20]=[C:16]([CH:17]([CH3:18])[CH3:19])[C@@:15]([C:23]3[CH:28]=[CH:27][C:26]([CH2:29][CH2:30][C:31]([CH3:34])([CH3:33])[CH3:32])=[C:25]([Cl:35])[CH:24]=3)([CH3:22])[NH:14][C:12]2=[O:13])[CH2:9]1)=[O:5])[CH3:2], predict the reactants needed to synthesize it. The reactants are: [CH2:1]([O:3][C:4]([CH:6]1[CH2:9][CH:8]([CH2:10][NH:11][C:12]([NH:14][C@:15]([C:23]2[CH:28]=[CH:27][C:26]([CH2:29][CH2:30][C:31]([CH3:34])([CH3:33])[CH3:32])=[C:25]([Cl:35])[CH:24]=2)([CH3:22])[CH:16]([CH2:20]O)[CH:17]([CH3:19])[CH3:18])=[O:13])[CH2:7]1)=[O:5])[CH3:2].C(O)(=O)C.C(O)(=O)C.IC1C=CC=CC=1.CC1(C)N([O])C(C)(C)CCC1.FC(F)(F)C(O)=O.S([O-])([O-])=O.[Na+].[Na+].C(=O)([O-])O.[Na+]. (5) Given the product [F:14][C:10]1[CH:9]=[C:8]([C:5]2[N:4]=[C:3]([CH2:2][N:32]3[CH2:33][CH2:34][N:29]([CH2:28][C@@H:27]([OH:35])[CH2:26][O:25][C:22]4[CH:23]=[CH:24][C:18]5[S:17][C:16]([CH3:15])=[N:20][C:19]=5[CH:21]=4)[CH2:30][CH2:31]3)[O:7][N:6]=2)[CH:13]=[CH:12][CH:11]=1, predict the reactants needed to synthesize it. The reactants are: Cl[CH2:2][C:3]1[O:7][N:6]=[C:5]([C:8]2[CH:13]=[CH:12][CH:11]=[C:10]([F:14])[CH:9]=2)[N:4]=1.[CH3:15][C:16]1[S:17][C:18]2[CH:24]=[CH:23][C:22]([O:25][CH2:26][C@H:27]([OH:35])[CH2:28][N:29]3[CH2:34][CH2:33][NH:32][CH2:31][CH2:30]3)=[CH:21][C:19]=2[N:20]=1.C(N(C(C)C)CC)(C)C. (6) Given the product [CH:11]([C:4]1[S:3][C:2]([NH:1][C:17](=[O:18])[C:16]2[CH:20]=[C:21]([C:24]([F:25])([F:26])[F:27])[CH:22]=[CH:23][C:15]=2[F:14])=[N:6][C:5]=1[C:7]([O:9][CH3:10])=[O:8])([CH3:13])[CH3:12], predict the reactants needed to synthesize it. The reactants are: [NH2:1][C:2]1[S:3][C:4]([CH:11]([CH3:13])[CH3:12])=[C:5]([C:7]([O:9][CH3:10])=[O:8])[N:6]=1.[F:14][C:15]1[CH:23]=[CH:22][C:21]([C:24]([F:27])([F:26])[F:25])=[CH:20][C:16]=1[C:17](Cl)=[O:18].C(N(CC)CC)C.